Task: Predict the reactants needed to synthesize the given product.. Dataset: Full USPTO retrosynthesis dataset with 1.9M reactions from patents (1976-2016) (1) Given the product [O:3]=[C:4]1[CH2:5][CH2:6][N:7]([C:10]([O:12][C:13]([CH3:16])([CH3:15])[CH3:14])=[O:11])[CH2:8][CH:9]1[C:18]1[S:19][CH:20]=[CH:21][N:22]=1, predict the reactants needed to synthesize it. The reactants are: [H-].[Na+].[O:3]=[C:4]1[CH2:9][CH2:8][N:7]([C:10]([O:12][C:13]([CH3:16])([CH3:15])[CH3:14])=[O:11])[CH2:6][CH2:5]1.Cl[C:18]1[S:19][CH:20]=[CH:21][N:22]=1. (2) Given the product [C:1]([C:5]1[CH:17]=[CH:16][C:15]2[C:14]3[C:9](=[CH:10][C:11]([C:18]([CH3:21])([CH3:20])[CH3:19])=[CH:12][CH:13]=3)[CH2:8][C:7]=2[C:6]=1[Li:26])([CH3:4])([CH3:3])[CH3:2], predict the reactants needed to synthesize it. The reactants are: [C:1]([C:5]1[CH:17]=[CH:16][C:15]2[C:14]3[C:9](=[CH:10][C:11]([C:18]([CH3:21])([CH3:20])[CH3:19])=[CH:12][CH:13]=3)[CH2:8][C:7]=2[CH:6]=1)([CH3:4])([CH3:3])[CH3:2].C([Li:26])CCC.